Dataset: Reaction yield outcomes from USPTO patents with 853,638 reactions. Task: Predict the reaction yield, written as a fraction of the theoretical maximum amount of product (1.0 means a 100% yield; for example, 0.34 means a 34% yield). (1) The reactants are [O:1]1[C:5]2[CH:6]=[CH:7][C:8]([C:10]3[N:14]([C:15]4[CH:20]=[CH:19][C:18]([C:21]#[N:22])=[CH:17][C:16]=4[CH3:23])[C:13]([CH2:24][CH2:25][C:26]([O:28]CC)=[O:27])=[CH:12][CH:11]=3)=[CH:9][C:4]=2[O:3][CH2:2]1.C(=O)([O-])[O-:32].[K+].[K+].OO.O. The catalyst is CS(C)=O. The product is [O:1]1[C:5]2[CH:6]=[CH:7][C:8]([C:10]3[N:14]([C:15]4[CH:20]=[CH:19][C:18]([C:21](=[O:32])[NH2:22])=[CH:17][C:16]=4[CH3:23])[C:13]([CH2:24][CH2:25][C:26]([OH:28])=[O:27])=[CH:12][CH:11]=3)=[CH:9][C:4]=2[O:3][CH2:2]1. The yield is 0.810. (2) The product is [CH2:23]([N:13]1[CH:14]=[C:10]([C:9]([F:8])([F:20])[F:21])[C:11]([C:15]([OH:17])=[O:16])=[CH:12]1)[CH3:24]. The catalyst is O. The reactants are [H-].[Na+].CN(C)C=O.[F:8][C:9]([F:21])([F:20])[C:10]1[C:11]([C:15]([O:17]CC)=[O:16])=[CH:12][NH:13][CH:14]=1.I[CH2:23][CH3:24]. The yield is 0.710.